This data is from Forward reaction prediction with 1.9M reactions from USPTO patents (1976-2016). The task is: Predict the product of the given reaction. (1) Given the reactants [NH2:1][O:2][S:3]([C:6]1[C:11]([CH3:12])=[CH:10][C:9]([CH3:13])=[CH:8][C:7]=1[CH3:14])(=[O:5])=[O:4].[CH3:15][C:16]([Si:19]([CH3:29])([CH3:28])[O:20][CH2:21][C:22]1[CH:27]=[CH:26][N:25]=[CH:24][CH:23]=1)([CH3:18])[CH3:17], predict the reaction product. The product is: [CH3:12][C:11]1[CH:10]=[C:9]([CH3:13])[CH:8]=[C:7]([CH3:14])[C:6]=1[S:3]([O-:5])(=[O:4])=[O:2].[NH2:1][N+:25]1[CH:26]=[CH:27][C:22]([CH2:21][O:20][Si:19]([C:16]([CH3:15])([CH3:17])[CH3:18])([CH3:29])[CH3:28])=[CH:23][CH:24]=1. (2) The product is: [C:1]([N:4]1[C:13]2[C:12]3=[N:14][C:15]([CH3:18])=[C:16]([C:37]4[CH:42]=[CH:41][CH:40]=[CH:39][CH:38]=4)[N:11]3[CH:10]=[CH:9][C:8]=2[C@@H:7]([O:19][CH2:20][CH2:21][O:22][CH3:23])[C@H:6]([O:24][C:25](=[O:30])[C:26]([CH3:29])([CH3:28])[CH3:27])[C@H:5]1[C:31]1[CH:36]=[CH:35][CH:34]=[CH:33][CH:32]=1)(=[O:3])[CH3:2]. Given the reactants [C:1]([N:4]1[C:13]2[C:12]3=[N:14][C:15]([CH3:18])=[C:16](Br)[N:11]3[CH:10]=[CH:9][C:8]=2[C@@H:7]([O:19][CH2:20][CH2:21][O:22][CH3:23])[C@H:6]([O:24][C:25](=[O:30])[C:26]([CH3:29])([CH3:28])[CH3:27])[C@H:5]1[C:31]1[CH:36]=[CH:35][CH:34]=[CH:33][CH:32]=1)(=[O:3])[CH3:2].[C:37]1(B(O)O)[CH:42]=[CH:41][CH:40]=[CH:39][CH:38]=1.[F-].[K+].P(C(C)(C)C)(C(C)(C)C)C(C)(C)C, predict the reaction product. (3) Given the reactants [NH2:1][NH2:2].[Cl:3][C:4]1[CH:9]=[CH:8][C:7]([C@H:10]2[CH2:15][CH2:14][NH:13][C:12](=O)[NH:11]2)=[CH:6][CH:5]=1.[O:17]=[C:18]1[C:26]2[C:21](=[CH:22][CH:23]=[CH:24][CH:25]=2)[C:20](=[O:27])[N:19]1[CH2:28][C:29](=O)[C:30]([O:32]CC)=O, predict the reaction product. The product is: [Cl:3][C:4]1[CH:9]=[CH:8][C:7]([C@H:10]2[CH2:15][CH2:14][N:13]3[C:12]([NH:1][N:2]=[C:29]([CH2:28][N:19]4[C:18](=[O:17])[C:26]5[C:21](=[CH:22][CH:23]=[CH:24][CH:25]=5)[C:20]4=[O:27])[C:30]3=[O:32])=[N:11]2)=[CH:6][CH:5]=1. (4) The product is: [C:12]([N:15]([CH2:34][C:35]1[CH:40]=[C:39]([C:41]([F:44])([F:43])[F:42])[CH:38]=[C:37]([C:45]([F:48])([F:47])[F:46])[CH:36]=1)[CH:16]1[CH2:22][CH2:21][CH2:20][N:19]([C:23]([O:25][CH:26]([CH3:28])[CH3:27])=[O:24])[C:18]2[CH:29]=[C:30]([F:11])[CH:31]=[CH:32][C:17]1=2)(=[O:14])[CH3:13]. Given the reactants NC1C=C([F:11])C=CC=1C([O-])=O.[C:12]([N:15]([CH2:34][C:35]1[CH:40]=[C:39]([C:41]([F:44])([F:43])[F:42])[CH:38]=[C:37]([C:45]([F:48])([F:47])[F:46])[CH:36]=1)[CH:16]1[CH2:22][CH2:21][CH2:20][N:19]([C:23]([O:25][CH:26]([CH3:28])[CH3:27])=[O:24])[C:18]2[CH:29]=[C:30](Br)[CH:31]=[CH:32][C:17]1=2)(=[O:14])[CH3:13], predict the reaction product. (5) Given the reactants O=C1C2C(=CC=CC=2)C(=O)[N:3]1[CH2:12][CH2:13][N:14]1[CH2:19][CH2:18][CH:17]([C:20]2[CH:21]=[C:22]([NH:26][C:27](=[O:29])[CH3:28])[CH:23]=[CH:24][CH:25]=2)[CH2:16][CH2:15]1, predict the reaction product. The product is: [NH2:3][CH2:12][CH2:13][N:14]1[CH2:19][CH2:18][CH:17]([C:20]2[CH:21]=[C:22]([NH:26][C:27](=[O:29])[CH3:28])[CH:23]=[CH:24][CH:25]=2)[CH2:16][CH2:15]1. (6) Given the reactants [Si](O[CH2:9][C:10]1[CH:18]=[CH:17][C:13]([C:14]([NH2:16])=[O:15])=[C:12]([N+:19]([O-:21])=[O:20])[CH:11]=1)(C(C)(C)C)(C)C.[F-].[CH2:23]([N+:27](CCCC)(CCCC)[CH2:28]CCC)CCC.C1COCC1.S(Cl)(Cl)=O.CNC.C1COCC1, predict the reaction product. The product is: [CH3:23][N:27]([CH2:9][C:10]1[CH:18]=[CH:17][C:13]([C:14]([NH2:16])=[O:15])=[C:12]([N+:19]([O-:21])=[O:20])[CH:11]=1)[CH3:28]. (7) Given the reactants [S:1]1[CH:5]=[CH:4][CH:3]=[C:2]1[N:6]=[C:7]=[O:8].[C:9]1([CH2:15][C:16]([NH:18][NH2:19])=O)[CH:14]=[CH:13][CH:12]=[CH:11][CH:10]=1, predict the reaction product. The product is: [CH2:15]([C:16]1[N:6]([C:2]2[S:1][CH:5]=[CH:4][CH:3]=2)[C:7](=[O:8])[NH:19][N:18]=1)[C:9]1[CH:14]=[CH:13][CH:12]=[CH:11][CH:10]=1.